From a dataset of Full USPTO retrosynthesis dataset with 1.9M reactions from patents (1976-2016). Predict the reactants needed to synthesize the given product. (1) Given the product [CH3:19][O:20][C:21]1[CH:22]=[C:23]([CH2:29][CH2:30][NH:31][C:12](=[O:14])[CH2:11][C:2]2[CH:3]=[CH:4][C:5]3[CH2:6][CH2:7][CH2:8][CH2:9][C:10]=3[CH:1]=2)[CH:24]=[CH:25][C:26]=1[O:27][CH3:28], predict the reactants needed to synthesize it. The reactants are: [CH:1]1[C:10]2[CH2:9][CH2:8][CH2:7][CH2:6][C:5]=2[CH:4]=[CH:3][C:2]=1[CH2:11][C:12]([OH:14])=O.S(Cl)(Cl)=O.[CH3:19][O:20][C:21]1[CH:22]=[C:23]([CH2:29][CH2:30][NH2:31])[CH:24]=[CH:25][C:26]=1[O:27][CH3:28].C(N(CC)CC)C. (2) Given the product [CH2:34]([N:23]1[CH2:22][CH2:21][NH:20][CH:19]([C:17]([N:14]2[CH2:13][CH2:12][N:11]([C:6]3[CH:7]=[CH:8][C:9]([Cl:10])=[C:4]([Cl:3])[CH:5]=3)[CH2:16][CH2:15]2)=[O:18])[CH2:24]1)[C:35]1[CH:40]=[CH:39][CH:38]=[CH:37][CH:36]=1, predict the reactants needed to synthesize it. The reactants are: Cl.Cl.[Cl:3][C:4]1[CH:5]=[C:6]([N:11]2[CH2:16][CH2:15][N:14]([C:17]([CH:19]3[CH2:24][NH:23][CH2:22][CH2:21][NH:20]3)=[O:18])[CH2:13][CH2:12]2)[CH:7]=[CH:8][C:9]=1[Cl:10].C(N(CC)C(C)C)(C)C.[CH:34](=O)[C:35]1[CH:40]=[CH:39][CH:38]=[CH:37][CH:36]=1.C(O[BH-](OC(=O)C)OC(=O)C)(=O)C.[Na+]. (3) Given the product [O:22]=[C:17]1[CH2:18][CH2:19][CH2:20][C:21]2[NH:2][CH:3]=[C:4]([CH2:5][CH2:6][C:7]([OH:9])=[O:8])[C:16]1=2, predict the reactants needed to synthesize it. The reactants are: Cl.[NH2:2][CH2:3][C:4](=O)[CH2:5][CH2:6][C:7]([OH:9])=[O:8].C([O-])(=O)C.[Na+].[C:16]1(=O)[CH2:21][CH2:20][CH2:19][CH2:18][C:17]1=[O:22]. (4) Given the product [C:34]([C:31]1[CH:32]=[CH:33][C:28]([C:27]([C:13]2[O:12][N:11]=[C:10]([C:7]3[CH:8]=[CH:9][C:4]([C:3]([OH:39])=[O:2])=[CH:5][CH:6]=3)[C:14]=2[C:15]2[CH:16]=[CH:17][C:18]([CH:21]3[CH2:22][CH2:23][CH2:24][CH2:25][CH2:26]3)=[CH:19][CH:20]=2)=[O:38])=[CH:29][CH:30]=1)([CH3:37])([CH3:35])[CH3:36], predict the reactants needed to synthesize it. The reactants are: C[O:2][C:3](=[O:39])[C:4]1[CH:9]=[CH:8][C:7]([C:10]2[C:14]([C:15]3[CH:20]=[CH:19][C:18]([CH:21]4[CH2:26][CH2:25][CH2:24][CH2:23][CH2:22]4)=[CH:17][CH:16]=3)=[C:13]([C:27](=[O:38])[C:28]3[CH:33]=[CH:32][C:31]([C:34]([CH3:37])([CH3:36])[CH3:35])=[CH:30][CH:29]=3)[O:12][N:11]=2)=[CH:6][CH:5]=1. (5) The reactants are: [CH:1]12[CH2:7][CH:4]([CH:5]=[CH:6]1)[CH2:3][CH:2]2[NH:8][C:9]([NH:11][NH2:12])=[S:10].[N:13]1[CH:18]=[CH:17][CH:16]=[C:15]([CH:19]=O)[CH:14]=1. Given the product [CH:1]12[CH2:7][CH:4]([CH:5]=[CH:6]1)[CH2:3][CH:2]2[NH:8][C:9](=[S:10])[NH:11][N:12]=[CH:19][C:15]1[CH:14]=[N:13][CH:18]=[CH:17][CH:16]=1, predict the reactants needed to synthesize it. (6) The reactants are: [Si:1]([O:8][C@@H:9]1[C@@:28]2([CH3:29])[C:13](=[CH:14][CH:15]=[C:16]3[C@@H:27]2[CH2:26][CH2:25][C@@:24]2([CH3:30])[C@H:17]3[CH2:18][CH:19]=[C:20]2[C:21](=[O:23])[CH3:22])[CH2:12][C@@H:11]([O:31][Si:32]([C:35]([CH3:38])([CH3:37])[CH3:36])([CH3:34])[CH3:33])[CH2:10]1)([C:4]([CH3:7])([CH3:6])[CH3:5])([CH3:3])[CH3:2].CCCCCC.[Cl-].C[Al+]C.B1(C)OC(C2C=CC=CC=2)(C2C=CC=CC=2)[C@@H]2N1CCC2. Given the product [Si:1]([O:8][C@@H:9]1[C@@:28]2([CH3:29])[C:13](=[CH:14][CH:15]=[C:16]3[C@@H:27]2[CH2:26][CH2:25][C@@:24]2([CH3:30])[C@H:17]3[CH2:18][CH:19]=[C:20]2[C@@H:21]([OH:23])[CH3:22])[CH2:12][C@@H:11]([O:31][Si:32]([C:35]([CH3:36])([CH3:38])[CH3:37])([CH3:33])[CH3:34])[CH2:10]1)([C:4]([CH3:7])([CH3:6])[CH3:5])([CH3:3])[CH3:2], predict the reactants needed to synthesize it. (7) Given the product [Cl:1][C:2]1[CH:7]=[CH:6][C:5]([N:8]2[CH2:9][CH2:10][N:11]([C:14](=[O:36])[CH2:15][N:16]3[C:20]4[CH:21]=[CH:22][C:23]([O:25][CH2:26][CH2:27][OH:28])=[CH:24][C:19]=4[O:18][C:17]3=[O:35])[CH2:12][CH2:13]2)=[CH:4][C:3]=1[O:37][CH3:38], predict the reactants needed to synthesize it. The reactants are: [Cl:1][C:2]1[CH:7]=[CH:6][C:5]([N:8]2[CH2:13][CH2:12][N:11]([C:14](=[O:36])[CH2:15][N:16]3[C:20]4[CH:21]=[CH:22][C:23]([O:25][CH2:26][CH2:27][O:28]C5CCCCO5)=[CH:24][C:19]=4[O:18][C:17]3=[O:35])[CH2:10][CH2:9]2)=[CH:4][C:3]=1[O:37][CH3:38].C(O)(C(F)(F)F)=O. (8) Given the product [N:1]([C:2]1[CH:9]=[CH:8][C:5]([C:6]#[N:7])=[C:4]([Cl:10])[C:3]=1[F:11])=[C:23]=[O:24], predict the reactants needed to synthesize it. The reactants are: [NH2:1][C:2]1[CH:9]=[CH:8][C:5]([C:6]#[N:7])=[C:4]([Cl:10])[C:3]=1[F:11].ClC1C(C)=C(N=[C:23]=[O:24])C=CC=1C#N. (9) Given the product [CH2:12]([C:10]1[CH:9]=[CH:8][CH:7]=[C:3]2[C:4]([NH:5][C:1](=[O:11])[C:2]=12)=[O:6])[C@@H:14]1[O:16][CH2:15]1, predict the reactants needed to synthesize it. The reactants are: [C:1]1(=[O:11])[NH:5][C:4](=[O:6])[C:3]2=[CH:7][CH:8]=[CH:9][CH:10]=[C:2]12.[CH2:12]([C@H:14]1[O:16][CH2:15]1)Cl.C(=O)([O-])[O-].[Na+].[Na+].CC(C)([O-])C.[K+].